From a dataset of Peptide-MHC class I binding affinity with 185,985 pairs from IEDB/IMGT. Regression. Given a peptide amino acid sequence and an MHC pseudo amino acid sequence, predict their binding affinity value. This is MHC class I binding data. (1) The peptide sequence is SSPSHILTL. The MHC is H-2-Kb with pseudo-sequence H-2-Kb. The binding affinity (normalized) is 0.743. (2) The peptide sequence is ISIPGDGKF. The MHC is HLA-B57:01 with pseudo-sequence HLA-B57:01. The binding affinity (normalized) is 0.493. (3) The binding affinity (normalized) is 0.0999. The peptide sequence is AMQIIRDII. The MHC is Mamu-A2601 with pseudo-sequence Mamu-A2601. (4) The binding affinity (normalized) is 0.0847. The peptide sequence is IRKPKHLYV. The MHC is HLA-B58:01 with pseudo-sequence HLA-B58:01. (5) The peptide sequence is AKFQSSMTK. The MHC is HLA-A68:01 with pseudo-sequence HLA-A68:01. The binding affinity (normalized) is 0.149. (6) The peptide sequence is IILNKIVQL. The MHC is HLA-A68:02 with pseudo-sequence HLA-A68:02. The binding affinity (normalized) is 0.252. (7) The peptide sequence is GTEYRLTLY. The MHC is HLA-A02:12 with pseudo-sequence HLA-A02:12. The binding affinity (normalized) is 0.0847.